Dataset: Reaction yield outcomes from USPTO patents with 853,638 reactions. Task: Predict the reaction yield, written as a fraction of the theoretical maximum amount of product (1.0 means a 100% yield; for example, 0.34 means a 34% yield). The catalyst is CN(C=O)C. The reactants are Cl[CH2:2][C:3]1[N:12]([C:13]2[CH:18]=[CH:17][CH:16]=[CH:15][C:14]=2[Cl:19])[C:11](=[O:20])[C:10]2[C:5](=[CH:6][CH:7]=[CH:8][C:9]=2[F:21])[N:4]=1.[N:22]1[C:30]([NH2:31])=[C:29]2[C:25]([N:26]=[CH:27][NH:28]2)=[N:24][CH:23]=1.C([O-])([O-])=O.[K+].[K+]. The product is [NH2:31][C:30]1[N:22]=[CH:23][N:24]=[C:25]2[C:29]=1[N:28]=[CH:27][N:26]2[CH2:2][C:3]1[N:12]([C:13]2[CH:18]=[CH:17][CH:16]=[CH:15][C:14]=2[Cl:19])[C:11](=[O:20])[C:10]2[C:5](=[CH:6][CH:7]=[CH:8][C:9]=2[F:21])[N:4]=1. The yield is 0.640.